This data is from Cav3 T-type calcium channel HTS with 100,875 compounds. The task is: Binary Classification. Given a drug SMILES string, predict its activity (active/inactive) in a high-throughput screening assay against a specified biological target. (1) The molecule is S(c1[nH]c2c(n1)ccc(OCC)c2)CC. The result is 0 (inactive). (2) The compound is Fc1ccc(C=2CCN(CC2)Cc2ccc(N(CC)CC)cc2)cc1. The result is 0 (inactive). (3) The drug is Brc1c2nc(c(OC)cc2cc(Br)c1)C. The result is 0 (inactive). (4) The compound is S=C(Nc1c(cccc1C)C)N\N=C\c1ccc(OCC)cc1. The result is 0 (inactive). (5) The molecule is O(c1nc(NCC=C)nc(n1)C)C. The result is 0 (inactive). (6) The molecule is O1C(CCC1)CNC(=O)COc1c2c(n(CC)c(=O)c1)cccc2. The result is 0 (inactive). (7) The molecule is S(c1n(Cc2ccccc2)c(nn1)C)CC(=O)Nc1sc(nn1)C. The result is 0 (inactive). (8) The drug is O1CCN(CCCN\C(=C2\C(=O)N(CC=C)C(=O)NC2=O)C)CC1. The result is 0 (inactive). (9) The molecule is Clc1ccc(C(=O)Nc2cc(c(oc2=O)C)C(=O)c2ccccc2)cc1. The result is 0 (inactive).